From a dataset of Full USPTO retrosynthesis dataset with 1.9M reactions from patents (1976-2016). Predict the reactants needed to synthesize the given product. (1) Given the product [Cl:22][C:19]1[CH:20]=[CH:21][C:16]([O:15][CH:13]2[CH2:12][N:11]([CH2:10][CH2:9][C@H:8]([NH:23][C:24](=[O:25])[N:26]([C:27]3[CH:32]=[C:31]([O:33][CH3:34])[CH:30]=[C:29]([O:35][CH3:36])[CH:28]=3)[CH3:50])[CH2:7][OH:6])[CH2:14]2)=[CH:17][CH:18]=1, predict the reactants needed to synthesize it. The reactants are: C([SiH2][O:6][C:7](C1C=CC=CC=1)(C1C=CC=CC=1)[C@@H:8]([N:23](C)[C:24]([NH:26][C:27]1[CH:32]=[C:31]([O:33][CH3:34])[CH:30]=[C:29]([O:35][CH3:36])[CH:28]=1)=[O:25])[CH2:9][CH2:10][N:11]1[CH2:14][CH:13]([O:15][C:16]2[CH:21]=[CH:20][C:19]([Cl:22])=[CH:18][CH:17]=2)[CH2:12]1)(C)(C)C.[CH3:50]OC1C=C(NC(N[C@H](CO)CCN2CC(C(=O)C3C=CC(F)=CC=3)C2)=O)C=C(OC)C=1. (2) Given the product [NH2:1][C:2]1[N:7]=[C:6]([Cl:8])[C:5]([NH:9][CH:10]=[O:16])=[C:4]([Cl:14])[N:3]=1, predict the reactants needed to synthesize it. The reactants are: [NH2:1][C:2]1[N:7]=[C:6]([Cl:8])[C:5]([N:9]=[CH:10]N(C)C)=[C:4]([Cl:14])[N:3]=1.P(=O)(O)(O)[OH:16].